Dataset: Peptide-MHC class I binding affinity with 185,985 pairs from IEDB/IMGT. Task: Regression. Given a peptide amino acid sequence and an MHC pseudo amino acid sequence, predict their binding affinity value. This is MHC class I binding data. (1) The peptide sequence is SVFALLPPQ. The MHC is HLA-A80:01 with pseudo-sequence HLA-A80:01. The binding affinity (normalized) is 0.0847. (2) The peptide sequence is NTQGYFPDWQ. The MHC is HLA-A68:02 with pseudo-sequence HLA-A68:02. The binding affinity (normalized) is 0. (3) The peptide sequence is TMHQDVATF. The MHC is HLA-B51:01 with pseudo-sequence HLA-B51:01. The binding affinity (normalized) is 0.213.